Dataset: Reaction yield outcomes from USPTO patents with 853,638 reactions. Task: Predict the reaction yield, written as a fraction of the theoretical maximum amount of product (1.0 means a 100% yield; for example, 0.34 means a 34% yield). The reactants are [O:1]=[C:2]1[C:7]([CH2:8][C:9]2[CH:14]=[CH:13][C:12]([C:15]3[C:16]([C:21]#[N:22])=[CH:17][CH:18]=[CH:19][CH:20]=3)=[CH:11][CH:10]=2)=[C:6]([CH2:23][CH2:24][CH3:25])[N:5]2[N:26]=[CH:27][N:28]=[C:4]2[N:3]1[CH:29]1[CH2:34][CH2:33][C:32](=[O:35])[CH2:31][CH2:30]1.[CH2:36]([Mg]Br)[CH:37]=[CH2:38].[Cl-].[NH4+]. The catalyst is O1CCCC1. The product is [OH:35][C:32]1([CH2:38][CH:37]=[CH2:36])[CH2:31][CH2:30][CH:29]([N:3]2[C:2](=[O:1])[C:7]([CH2:8][C:9]3[CH:10]=[CH:11][C:12]([C:15]4[C:16]([C:21]#[N:22])=[CH:17][CH:18]=[CH:19][CH:20]=4)=[CH:13][CH:14]=3)=[C:6]([CH2:23][CH2:24][CH3:25])[N:5]3[N:26]=[CH:27][N:28]=[C:4]23)[CH2:34][CH2:33]1. The yield is 0.300.